From a dataset of Peptide-MHC class II binding affinity with 134,281 pairs from IEDB. Regression. Given a peptide amino acid sequence and an MHC pseudo amino acid sequence, predict their binding affinity value. This is MHC class II binding data. (1) The MHC is DRB5_0101 with pseudo-sequence DRB5_0101. The binding affinity (normalized) is 0.440. The peptide sequence is KDKTDIHRLEPVKCD. (2) The peptide sequence is GELQIVDKIDANFKI. The MHC is DRB5_0101 with pseudo-sequence DRB5_0101. The binding affinity (normalized) is 0.738.